This data is from Full USPTO retrosynthesis dataset with 1.9M reactions from patents (1976-2016). The task is: Predict the reactants needed to synthesize the given product. (1) Given the product [N:1]1[CH:6]=[CH:5][CH:4]=[CH:3][C:2]=1[CH2:7][O:8][C:14](=[O:15])[NH:49][CH2:48][C:45]1[CH:44]=[CH:43][C:42]([C:41]([NH:40][C:29]2[C:28]([NH:27][C:26]([O:25][C:21]([CH3:24])([CH3:22])[CH3:23])=[O:51])=[CH:33][CH:32]=[C:31]([C:34]3[CH:39]=[CH:38][CH:37]=[CH:36][CH:35]=3)[N:30]=2)=[O:50])=[CH:47][CH:46]=1, predict the reactants needed to synthesize it. The reactants are: [N:1]1[CH:6]=[CH:5][CH:4]=[CH:3][C:2]=1[CH2:7][OH:8].C1N=CN([C:14](N2C=NC=C2)=[O:15])C=1.[C:21]([O:25][C:26](=[O:51])[NH:27][C:28]1[C:29]([NH:40][C:41](=[O:50])[C:42]2[CH:47]=[CH:46][C:45]([CH2:48][NH2:49])=[CH:44][CH:43]=2)=[N:30][C:31]([C:34]2[CH:39]=[CH:38][CH:37]=[CH:36][CH:35]=2)=[CH:32][CH:33]=1)([CH3:24])([CH3:23])[CH3:22].C1CCN2C(=NCCC2)CC1. (2) Given the product [CH3:26][O:25][C:23]([C:22]1[CH:21]=[CH:20][C:19]([NH:18][CH2:17][CH2:16][CH2:15][CH2:14][CH2:13][O:12][CH2:11][C:10]([OH:29])=[O:9])=[CH:28][CH:27]=1)=[O:24], predict the reactants needed to synthesize it. The reactants are: FC(F)(F)C(O)=O.C[O:9][C:10](=[O:29])[CH2:11][O:12][CH2:13][CH2:14][CH2:15][CH2:16][CH2:17][NH:18][C:19]1[CH:28]=[CH:27][C:22]([C:23]([O:25][CH3:26])=[O:24])=[CH:21][CH:20]=1. (3) Given the product [F:13][C:14]1[CH:20]=[C:19]([I:21])[CH:18]=[CH:17][C:15]=1[NH:16][C:2]1[C:3]([C:10]([OH:12])=[O:11])=[N:4][N:5]([CH3:9])[C:6](=[O:8])[CH:7]=1, predict the reactants needed to synthesize it. The reactants are: Cl[C:2]1[C:3]([C:10]([OH:12])=[O:11])=[N:4][N:5]([CH3:9])[C:6](=[O:8])[CH:7]=1.[F:13][C:14]1[CH:20]=[C:19]([I:21])[CH:18]=[CH:17][C:15]=1[NH2:16].C[Si]([N-][Si](C)(C)C)(C)C.[Li+].